From a dataset of Catalyst prediction with 721,799 reactions and 888 catalyst types from USPTO. Predict which catalyst facilitates the given reaction. Reactant: [C:1]([CH2:6][C:7]([O:9][CH2:10][CH3:11])=[O:8])(=O)[CH:2]([CH3:4])[CH3:3].S(Cl)(Cl)(=O)=O.[F:17][C:18]([F:29])([F:28])[C:19]1[CH:24]=[CH:23][C:22]([C:25](=[S:27])[NH2:26])=[CH:21][CH:20]=1. Product: [CH3:3][CH:2]([C:1]1[N:26]=[C:25]([C:22]2[CH:21]=[CH:20][C:19]([C:18]([F:28])([F:17])[F:29])=[CH:24][CH:23]=2)[S:27][C:6]=1[C:7]([O:9][CH2:10][CH3:11])=[O:8])[CH3:4]. The catalyst class is: 22.